This data is from Catalyst prediction with 721,799 reactions and 888 catalyst types from USPTO. The task is: Predict which catalyst facilitates the given reaction. (1) The catalyst class is: 37. Reactant: C(=O)([O-])[O-].[K+].[K+].[Cl:7][C:8]1[CH:9]=[CH:10][C:11]([O:15][CH3:16])=[C:12]([SH:14])[CH:13]=1.[CH2:17]([S:19]([C:22]1[CH:27]=[CH:26][C:25](Br)=[CH:24][CH:23]=1)(=[O:21])=[O:20])[CH3:18]. Product: [Cl:7][C:8]1[CH:9]=[CH:10][C:11]([O:15][CH3:16])=[C:12]([S:14][C:25]2[CH:24]=[CH:23][C:22]([S:19]([CH2:17][CH3:18])(=[O:21])=[O:20])=[CH:27][CH:26]=2)[CH:13]=1. (2) Reactant: [C:1]([NH:5][C:6]([C:8]1[C:16]2[C:11](=[N:12][CH:13]=[C:14]([N:17]3[C:25]4[C:20](=[CH:21][CH:22]=[C:23]([Cl:26])[CH:24]=4)[CH:19]=[N:18]3)[N:15]=2)[N:10](COCC[Si](C)(C)C)[CH:9]=1)=[O:7])([CH3:4])([CH3:3])[CH3:2].FC(F)(F)C(O)=O. Product: [C:1]([NH:5][C:6]([C:8]1[C:16]2[C:11](=[N:12][CH:13]=[C:14]([N:17]3[C:25]4[C:20](=[CH:21][CH:22]=[C:23]([Cl:26])[CH:24]=4)[CH:19]=[N:18]3)[N:15]=2)[NH:10][CH:9]=1)=[O:7])([CH3:4])([CH3:2])[CH3:3]. The catalyst class is: 4. (3) Reactant: [CH2:1]([O:8][C:9]1[CH:10]=[C:11]([CH:14]=[CH:15][C:16]=1[O:17][CH3:18])[CH:12]=[O:13])[C:2]1[CH:7]=[CH:6][CH:5]=[CH:4][CH:3]=1.[N+:19]([O-])([OH:21])=[O:20]. Product: [CH2:1]([O:8][C:9]1[C:16]([O:17][CH3:18])=[CH:15][C:14]([N+:19]([O-:21])=[O:20])=[C:11]([CH:10]=1)[CH:12]=[O:13])[C:2]1[CH:3]=[CH:4][CH:5]=[CH:6][CH:7]=1. The catalyst class is: 4. (4) Reactant: [Br:1][C:2]1[O:6][C:5]([C:7]([O:9]C)=[O:8])=[CH:4][C:3]=1[C:11]([CH3:14])([CH3:13])[CH3:12].CO.O.[OH-].[Na+]. Product: [Br:1][C:2]1[O:6][C:5]([C:7]([OH:9])=[O:8])=[CH:4][C:3]=1[C:11]([CH3:14])([CH3:13])[CH3:12]. The catalyst class is: 1. (5) Reactant: [NH:1]1[C:9]2[C:4](=[CH:5][CH:6]=[CH:7][CH:8]=2)[C:3](/[CH:10]=[CH:11]/[C:12]2[CH:17]=[CH:16][CH:15]=[CH:14][C:13]=2[NH:18][C:19](=[O:29])[C:20]2[CH:25]=[CH:24][C:23]([N+:26]([O-])=O)=[CH:22][CH:21]=2)=[N:2]1.[Cl-].[NH4+].C(O)C. Product: [NH2:26][C:23]1[CH:22]=[CH:21][C:20]([C:19]([NH:18][C:13]2[CH:14]=[CH:15][CH:16]=[CH:17][C:12]=2/[CH:11]=[CH:10]/[C:3]2[C:4]3[C:9](=[CH:8][CH:7]=[CH:6][CH:5]=3)[NH:1][N:2]=2)=[O:29])=[CH:25][CH:24]=1. The catalyst class is: 150. (6) Reactant: [Cl:1][C:2]1[C:10]([F:11])=[C:9]2[C:5]([C:6](=[O:13])C(=O)[NH:8]2)=[CH:4][CH:3]=1.[OH-].[K+].[Cl-].[K+].OO.C(O)(=[O:22])C. Product: [NH2:8][C:9]1[C:10]([F:11])=[C:2]([Cl:1])[CH:3]=[CH:4][C:5]=1[C:6]([OH:13])=[O:22]. The catalyst class is: 6. (7) Reactant: [NH2:1][C:2](=[N:36][C:37](=[O:44])[C:38]1[CH:43]=[CH:42][CH:41]=[CH:40][CH:39]=1)[C:3]1[CH:8]=[CH:7][C:6]([NH:9][CH:10]([C:23]2[CH:28]=[C:27]([O:29][CH3:30])[CH:26]=[C:25]([O:31][CH2:32][CH2:33][OH:34])[C:24]=2[F:35])[C:11]2[NH:15][C:14](=[O:16])[N:13]([C:17]3[N:22]=[CH:21][CH:20]=[CH:19][N:18]=3)[N:12]=2)=[CH:5][CH:4]=1.CN(C=O)C.C(=O)([O-])O.[K+].Cl[CH2:56][O:57][C:58](=[O:67])[C:59]([CH3:66])([CH3:65])[CH2:60][O:61][CH2:62][O:63][CH3:64]. Product: [NH2:1][C:2](=[N:36][C:37](=[O:44])[C:38]1[CH:39]=[CH:40][CH:41]=[CH:42][CH:43]=1)[C:3]1[CH:8]=[CH:7][C:6]([NH:9][CH:10]([C:23]2[CH:28]=[C:27]([O:29][CH3:30])[CH:26]=[C:25]([O:31][CH2:32][CH2:33][OH:34])[C:24]=2[F:35])[C:11]2[N:15]=[C:14]([O:16][CH2:56][O:57][C:58](=[O:67])[C:59]([CH3:65])([CH3:66])[CH2:60][O:61][CH2:62][O:63][CH3:64])[N:13]([C:17]3[N:18]=[CH:19][CH:20]=[CH:21][N:22]=3)[N:12]=2)=[CH:5][CH:4]=1. The catalyst class is: 13.